This data is from Full USPTO retrosynthesis dataset with 1.9M reactions from patents (1976-2016). The task is: Predict the reactants needed to synthesize the given product. (1) Given the product [Cl-:34].[CH3:7][CH:6]([CH3:8])[CH:2]([NH3+:1])[C:3](=[O:4])[NH:9][C:10]1[N:15]=[N:14][C:13]([N:16]2[CH2:17][CH2:18][N:19]([C:22](=[O:23])[C:24]3[CH:29]=[CH:28][CH:27]=[CH:26][C:25]=3[C:30]([F:33])([F:32])[F:31])[CH2:20][CH2:21]2)=[CH:12][CH:11]=1.[ClH:34], predict the reactants needed to synthesize it. The reactants are: [NH2:1][CH:2]([CH:6]([CH3:8])[CH3:7])[C:3](O)=[O:4].[NH2:9][C:10]1[N:15]=[N:14][C:13]([N:16]2[CH2:21][CH2:20][N:19]([C:22]([C:24]3[CH:29]=[CH:28][CH:27]=[CH:26][C:25]=3[C:30]([F:33])([F:32])[F:31])=[O:23])[CH2:18][CH2:17]2)=[CH:12][CH:11]=1.[ClH:34]. (2) Given the product [CH3:14][O:13][C:11]1[CH:10]=[C:6]([CH:5]=[C:4]([N+:1]([O-:3])=[O:2])[CH:12]=1)[C:7]([N:30]1[CH2:31][CH2:32][N:27]([CH3:26])[CH2:28][CH2:29]1)=[O:9], predict the reactants needed to synthesize it. The reactants are: [N+:1]([C:4]1[CH:5]=[C:6]([CH:10]=[C:11]([O:13][CH3:14])[CH:12]=1)[C:7]([OH:9])=O)([O-:3])=[O:2].S(Cl)(Cl)=O.C(N(CC)CC)C.[CH3:26][N:27]1[CH2:32][CH2:31][NH:30][CH2:29][CH2:28]1. (3) Given the product [Br:1][C:2]1[CH:3]=[C:4]2[C:9](=[CH:10][CH:11]=1)[N:8]=[CH:7][C:6]([C:12](=[O:14])[CH3:13])=[C:5]2[N:25]1[CH2:24][CH2:23][CH:22]([CH2:21][N:16]2[CH2:20][CH2:19][CH2:18][CH2:17]2)[CH2:27][CH2:26]1, predict the reactants needed to synthesize it. The reactants are: [Br:1][C:2]1[CH:3]=[C:4]2[C:9](=[CH:10][CH:11]=1)[N:8]=[CH:7][C:6]([C:12](=[O:14])[CH3:13])=[C:5]2Cl.[N:16]1([CH2:21][CH:22]2[CH2:27][CH2:26][NH:25][CH2:24][CH2:23]2)[CH2:20][CH2:19][CH2:18][CH2:17]1. (4) Given the product [O:1]=[C:2]1[CH:6]=[C:5]([C@H:7]2[CH2:12][CH2:11][N:10]([C:13]([O:15][CH3:16])=[O:14])[C@H:9]([C:17]3[CH:22]=[CH:21][CH:20]=[CH:19][CH:18]=3)[CH2:8]2)[O:4][NH:3]1, predict the reactants needed to synthesize it. The reactants are: [O:1]=[C:2]1[CH:6]=[C:5]([C@@H:7]2[CH2:12][CH2:11][N:10]([C:13]([O:15][CH3:16])=[O:14])[C@@H:9]([C:17]3[CH:22]=[CH:21][CH:20]=[CH:19][CH:18]=3)[CH2:8]2)[O:4][NH:3]1. (5) Given the product [C:1]([O:5][C:6]([N:8]1[CH2:13][CH2:12][N:11]([C:15]2[CH:22]=[CH:21][C:20]([F:23])=[CH:19][C:16]=2[C:17]#[N:18])[CH2:10][CH2:9]1)=[O:7])([CH3:4])([CH3:2])[CH3:3], predict the reactants needed to synthesize it. The reactants are: [C:1]([O:5][C:6]([N:8]1[CH2:13][CH2:12][NH:11][CH2:10][CH2:9]1)=[O:7])([CH3:4])([CH3:3])[CH3:2].Br[C:15]1[CH:22]=[CH:21][C:20]([F:23])=[CH:19][C:16]=1[C:17]#[N:18].CC1(C)C2C(=C(P(C3C=CC=CC=3)C3C=CC=CC=3)C=CC=2)OC2C(P(C3C=CC=CC=3)C3C=CC=CC=3)=CC=CC1=2.CC(C)([O-])C.[Na+]. (6) Given the product [CH3:22][O:21][C:18]1[CH:19]=[C:20]2[C:15]([CH:14]=[C:13]([NH:23][C:24]3[CH:28]=[C:27]([CH3:29])[NH:26][N:25]=3)[N:12]=[C:11]2[O:9][C:6]2[CH:7]=[CH:8][C:3]([O:2][CH3:1])=[CH:4][CH:5]=2)=[CH:16][CH:17]=1, predict the reactants needed to synthesize it. The reactants are: [CH3:1][O:2][C:3]1[CH:8]=[CH:7][C:6]([OH:9])=[CH:5][CH:4]=1.Cl[C:11]1[C:20]2[C:15](=[CH:16][CH:17]=[C:18]([O:21][CH3:22])[CH:19]=2)[CH:14]=[C:13]([NH:23][C:24]2[CH:28]=[C:27]([CH3:29])[NH:26][N:25]=2)[N:12]=1. (7) Given the product [OH:14][CH2:13][CH2:12][N:8]1[C:9]2[C:4](=[CH:3][C:2]([C:15]#[N:16])=[CH:11][CH:10]=2)[CH2:5][CH2:6][CH2:7]1, predict the reactants needed to synthesize it. The reactants are: I[C:2]1[CH:3]=[C:4]2[C:9](=[CH:10][CH:11]=1)[N:8]([CH2:12][CH2:13][OH:14])[CH2:7][CH2:6][CH2:5]2.[C-:15]#[N:16].[Na+]. (8) Given the product [CH3:12][N:13]([CH3:17])[CH2:14][CH2:15][NH:16][S:1](=[O:10])([C:3]1[CH:8]=[CH:7][C:6]([NH2:9])=[CH:5][CH:4]=1)=[O:2], predict the reactants needed to synthesize it. The reactants are: [S:1](F)(=[O:10])([C:3]1[CH:8]=[CH:7][C:6]([NH2:9])=[CH:5][CH:4]=1)=[O:2].[CH3:12][N:13]([CH3:17])[CH2:14][CH2:15][NH2:16]. (9) Given the product [F:24][C:20]1[CH:19]=[C:18]([C:8]2[N:6]3[N:7]=[CH:2][CH:3]=[CH:4][C:5]3=[N:10][C:9]=2[C:11]2[CH:16]=[CH:15][CH:14]=[C:13]([CH3:17])[CH:12]=2)[CH:23]=[CH:22][N:21]=1, predict the reactants needed to synthesize it. The reactants are: Cl[C:2]1[CH:3]=[CH:4][C:5]2[N:6]([C:8]([C:18]3[CH:23]=[CH:22][N:21]=[C:20]([F:24])[CH:19]=3)=[C:9]([C:11]3[CH:16]=[CH:15][CH:14]=[C:13]([CH3:17])[CH:12]=3)[N:10]=2)[N:7]=1.[H][H].